From a dataset of TCR-epitope binding with 47,182 pairs between 192 epitopes and 23,139 TCRs. Binary Classification. Given a T-cell receptor sequence (or CDR3 region) and an epitope sequence, predict whether binding occurs between them. (1) The epitope is EILDITPCSF. The TCR CDR3 sequence is CATTGTSGGPLQETQYF. Result: 0 (the TCR does not bind to the epitope). (2) The epitope is NLVPMVATV. The TCR CDR3 sequence is CASSEDRGHWNEQFF. Result: 1 (the TCR binds to the epitope). (3) The epitope is NLVPMVATV. The TCR CDR3 sequence is CSARFEGGSRHTGELFF. Result: 1 (the TCR binds to the epitope). (4) The epitope is ALLADKFPV. The TCR CDR3 sequence is CASSPVLQMRDTQYF. Result: 0 (the TCR does not bind to the epitope). (5) The epitope is KRWIIMGLNK. The TCR CDR3 sequence is CASSIFGGPKPQHF. Result: 0 (the TCR does not bind to the epitope). (6) The epitope is LPAADLDDF. The TCR CDR3 sequence is CASSLGRDVFF. Result: 1 (the TCR binds to the epitope). (7) The epitope is IVDTVSALV. The TCR CDR3 sequence is CASRGLTGIGAFF. Result: 1 (the TCR binds to the epitope). (8) The epitope is VLAWLYAAV. The TCR CDR3 sequence is CASSLSYEQYF. Result: 0 (the TCR does not bind to the epitope).